This data is from Forward reaction prediction with 1.9M reactions from USPTO patents (1976-2016). The task is: Predict the product of the given reaction. (1) Given the reactants C(N(CC)CC)C.Cl.[NH:9]1[CH2:14][CH2:13][CH2:12][C@H:11]([CH2:15][C:16]([O:18][CH3:19])=[O:17])[CH2:10]1.[C:20](O[C:20]([O:22][C:23]([CH3:26])([CH3:25])[CH3:24])=[O:21])([O:22][C:23]([CH3:26])([CH3:25])[CH3:24])=[O:21].C(=O)([O-])O.[Na+], predict the reaction product. The product is: [C:23]([O:22][C:20]([N:9]1[CH2:14][CH2:13][CH2:12][C@H:11]([CH2:15][C:16]([O:18][CH3:19])=[O:17])[CH2:10]1)=[O:21])([CH3:26])([CH3:25])[CH3:24]. (2) Given the reactants [C:1]1([C:7]2[N:15]3[C:10]([CH:11]=[CH:12][CH:13]=[CH:14]3)=[CH:9][C:8]=2[CH2:16]O)[CH:6]=[CH:5][CH:4]=[CH:3][CH:2]=1.C1C=CC(P([N:32]=[N+:33]=[N-:34])(C2C=CC=CC=2)=O)=CC=1.C1CCN2C(=NCCC2)CC1, predict the reaction product. The product is: [N:32]([CH2:16][C:8]1[CH:9]=[C:10]2[N:15]([C:7]=1[C:1]1[CH:6]=[CH:5][CH:4]=[CH:3][CH:2]=1)[CH:14]=[CH:13][CH:12]=[CH:11]2)=[N+:33]=[N-:34].